Dataset: Reaction yield outcomes from USPTO patents with 853,638 reactions. Task: Predict the reaction yield, written as a fraction of the theoretical maximum amount of product (1.0 means a 100% yield; for example, 0.34 means a 34% yield). (1) The yield is 0.526. The product is [F:1][C:2]1[CH:16]=[CH:15][C:5]([O:6][C:7]2[CH:14]=[CH:13][C:10]([CH2:11][CH2:20][N+:17]([O-:19])=[O:18])=[CH:9][CH:8]=2)=[CH:4][CH:3]=1. The reactants are [F:1][C:2]1[CH:16]=[CH:15][C:5]([O:6][C:7]2[CH:14]=[CH:13][C:10]([CH:11]=O)=[CH:9][CH:8]=2)=[CH:4][CH:3]=1.[N+:17]([CH3:20])([O-:19])=[O:18].C([O-])(=O)C.[NH4+].[BH4-].[Na+]. The catalyst is O.C(O)(=O)C.CS(C)=O.C(OCC)(=O)C. (2) The reactants are Cl[C:2]1[N:10]=[CH:9][N:8]=[C:7]2[C:3]=1[N:4]=[CH:5][N:6]2[CH:11]1[CH2:15][CH2:14][CH2:13][O:12]1.ClC1N=CN=C2C=1NC=N2.[OH:26][C:27]1[CH:34]=[CH:33][C:30]([CH2:31][NH2:32])=[CH:29][C:28]=1[O:35][CH3:36].C(N(CC)CC)C. The catalyst is C(O)CC. The product is [OH:26][C:27]1[CH:34]=[CH:33][C:30]([CH2:31][NH:32][C:2]2[N:10]=[CH:9][N:8]=[C:7]3[C:3]=2[N:4]=[CH:5][N:6]3[CH:11]2[CH2:15][CH2:14][CH2:13][O:12]2)=[CH:29][C:28]=1[O:35][CH3:36]. The yield is 0.800. (3) The reactants are [NH2:1][CH2:2][C:3]1[CH:8]=[C:7]([CH3:9])[N:6]=[C:5]([CH3:10])[CH:4]=1.[Br:11][C:12]1[S:16][C:15]([S:17](Cl)(=[O:19])=[O:18])=[CH:14][CH:13]=1.C(N(CC)CC)C. The catalyst is C1COCC1. The product is [CH3:10][C:5]1[CH:4]=[C:3]([CH2:2][NH:1][S:17]([C:15]2[S:16][C:12]([Br:11])=[CH:13][CH:14]=2)(=[O:19])=[O:18])[CH:8]=[C:7]([CH3:9])[N:6]=1. The yield is 0.520. (4) The reactants are [NH2:1][C:2]1[CH:7]=[CH:6][C:5]([OH:8])=[CH:4][CH:3]=1.[CH3:9][C:10]([CH3:16])([CH3:15])[CH2:11][C:12](Cl)=[O:13].N1C=CC=CC=1. The catalyst is ClCCl. The product is [OH:8][C:5]1[CH:6]=[CH:7][C:2]([NH:1][C:12](=[O:13])[CH2:11][C:10]([CH3:16])([CH3:15])[CH3:9])=[CH:3][CH:4]=1. The yield is 0.310. (5) The reactants are [NH2:1][C:2]1[N:7]=[CH:6][C:5]([C:8]2[CH:13]=[CH:12][C:11]([N:14]3[CH2:19][CH2:18][N:17](C(OC(C)(C)C)=O)[CH2:16][CH2:15]3)=[CH:10][C:9]=2[O:27][CH3:28])=[C:4]([C:29]2[N:33]([C:34]3[CH:39]=[CH:38][C:37]([F:40])=[C:36]([Cl:41])[CH:35]=3)[N:32]=[CH:31][CH:30]=2)[CH:3]=1.FC(F)(F)C([O-])=O.[OH-].[Na+]. The catalyst is C(Cl)Cl. The product is [Cl:41][C:36]1[CH:35]=[C:34]([N:33]2[C:29]([C:4]3[C:5]([C:8]4[CH:13]=[CH:12][C:11]([N:14]5[CH2:19][CH2:18][NH:17][CH2:16][CH2:15]5)=[CH:10][C:9]=4[O:27][CH3:28])=[CH:6][N:7]=[C:2]([NH2:1])[CH:3]=3)=[CH:30][CH:31]=[N:32]2)[CH:39]=[CH:38][C:37]=1[F:40]. The yield is 0.700.